From a dataset of Reaction yield outcomes from USPTO patents with 853,638 reactions. Predict the reaction yield, written as a fraction of the theoretical maximum amount of product (1.0 means a 100% yield; for example, 0.34 means a 34% yield). (1) The reactants are Cl[CH2:2][CH2:3][CH2:4][CH2:5][C:6]1([C:10]([O:12][CH2:13][CH3:14])=[O:11])[CH2:9][CH2:8][CH2:7]1.[Na+].[I-:16]. The catalyst is CC(=O)CC.CCOCC. The product is [I:16][CH2:2][CH2:3][CH2:4][CH2:5][C:6]1([C:10]([O:12][CH2:13][CH3:14])=[O:11])[CH2:9][CH2:8][CH2:7]1. The yield is 0.990. (2) The reactants are [F:1][C:2]1[C:3]([C:9]2[N:13]([CH:14]3[CH2:19][CH2:18][O:17][CH2:16][CH2:15]3)[C:12]([CH3:20])=[N:11][CH:10]=2)=[N:4][C:5]([NH2:8])=[N:6][CH:7]=1.Br[C:22]1[CH:23]=[C:24]([C:28](=[O:30])[CH3:29])[CH:25]=[N:26][CH:27]=1. No catalyst specified. The product is [F:1][C:2]1[C:3]([C:9]2[N:13]([CH:14]3[CH2:19][CH2:18][O:17][CH2:16][CH2:15]3)[C:12]([CH3:20])=[N:11][CH:10]=2)=[N:4][C:5]([NH:8][C:22]2[CH:23]=[C:24]([C:28](=[O:30])[CH3:29])[CH:25]=[N:26][CH:27]=2)=[N:6][CH:7]=1. The yield is 0.430. (3) The reactants are [N:1]([CH2:4][CH2:5][NH:6][C:7](=[O:21])[CH2:8]CCCCCCCCCCCC)=[N+:2]=[N-:3].[C:22]1([S:28]CC(Cl)=O)[CH:27]=[CH:26][CH:25]=[CH:24][CH:23]=1.N(CCN)=[N+]=[N-].C(N(CC)CC)C. The catalyst is ClCCl. The product is [N:1]([CH2:4][CH2:5][NH:6][C:7](=[O:21])[CH2:8][S:28][C:22]1[CH:27]=[CH:26][CH:25]=[CH:24][CH:23]=1)=[N+:2]=[N-:3]. The yield is 0.640. (4) The reactants are [Cl:1][C:2]1[CH:7]=[CH:6][CH:5]=[CH:4][C:3]=1[N:8]1[C:16](=[O:17])[C:15]2[C@H:14]3[C:18]([CH3:20])([CH3:19])[C@:11]([CH3:21])([CH2:12][CH2:13]3)[C:10]=2[NH:9]1.I[CH2:23][CH2:24][CH3:25]. The catalyst is CN1CCCC1.C(OCC)(=O)C. The product is [Cl:1][C:2]1[CH:7]=[CH:6][CH:5]=[CH:4][C:3]=1[N:8]1[C:16](=[O:17])[C:15]2[C@H:14]3[C:18]([CH3:20])([CH3:19])[C@:11]([CH3:21])([CH2:12][CH2:13]3)[C:10]=2[N:9]1[CH2:23][CH2:24][CH3:25]. The yield is 0.260. (5) The reactants are OC(C(F)(F)F)=O.[NH:8]1[CH2:12][CH2:11][CH:10]([O:13][C:14]2[CH:19]=[CH:18][CH:17]=[CH:16][C:15]=2[NH:20][C:21]2[C:22]3[CH:29]=[CH:28][S:27][C:23]=3[N:24]=[CH:25][N:26]=2)[CH2:9]1. The catalyst is [OH-].[Na+].C(Cl)Cl. The product is [NH:8]1[CH2:12][CH2:11][CH:10]([O:13][C:14]2[CH:19]=[CH:18][CH:17]=[CH:16][C:15]=2[NH:20][C:21]2[C:22]3[CH:29]=[CH:28][S:27][C:23]=3[N:24]=[CH:25][N:26]=2)[CH2:9]1. The yield is 0.450.